From a dataset of Full USPTO retrosynthesis dataset with 1.9M reactions from patents (1976-2016). Predict the reactants needed to synthesize the given product. (1) The reactants are: [CH:1]1([C:4]2[CH:5]=[CH:6][C:7]([C:15]([OH:17])=O)=[N:8][C:9]=2[O:10][CH2:11][CH:12]2[CH2:14][CH2:13]2)[CH2:3][CH2:2]1.Cl.[F:19][C:20]([F:27])([F:26])[C:21]1([OH:25])[CH2:24][NH:23][CH2:22]1. Given the product [CH:1]1([C:4]2[CH:5]=[CH:6][C:7]([C:15]([N:23]3[CH2:24][C:21]([OH:25])([C:20]([F:27])([F:26])[F:19])[CH2:22]3)=[O:17])=[N:8][C:9]=2[O:10][CH2:11][CH:12]2[CH2:13][CH2:14]2)[CH2:2][CH2:3]1, predict the reactants needed to synthesize it. (2) Given the product [Br:1][C:2]1[CH:3]=[CH:4][C:5]2[CH:11]3[CH2:12][CH:9]([CH2:10]3)[N:8]3[C:13]([C:20]4[S:39][C:24]([CH:26]5[CH2:28][CH2:27]5)=[N:23][N:22]=4)=[C:14]([C:16]([O:18][CH3:19])=[O:17])[N:15]=[C:7]3[C:6]=2[CH:29]=1, predict the reactants needed to synthesize it. The reactants are: [Br:1][C:2]1[CH:3]=[CH:4][C:5]2[CH:11]3[CH2:12][CH:9]([CH2:10]3)[N:8]3[C:13]([C:20]([NH:22][NH:23][C:24]([CH:26]4[CH2:28][CH2:27]4)=O)=O)=[C:14]([C:16]([O:18][CH3:19])=[O:17])[N:15]=[C:7]3[C:6]=2[CH:29]=1.COC1C=CC(P2(SP(C3C=CC(OC)=CC=3)(=S)S2)=[S:39])=CC=1.O.